This data is from NCI-60 drug combinations with 297,098 pairs across 59 cell lines. The task is: Regression. Given two drug SMILES strings and cell line genomic features, predict the synergy score measuring deviation from expected non-interaction effect. (1) Drug 1: C1=CN(C(=O)N=C1N)C2C(C(C(O2)CO)O)(F)F. Drug 2: CNC(=O)C1=NC=CC(=C1)OC2=CC=C(C=C2)NC(=O)NC3=CC(=C(C=C3)Cl)C(F)(F)F. Cell line: T-47D. Synergy scores: CSS=42.8, Synergy_ZIP=-1.88, Synergy_Bliss=-2.31, Synergy_Loewe=-0.975, Synergy_HSA=5.09. (2) Drug 1: CC1OCC2C(O1)C(C(C(O2)OC3C4COC(=O)C4C(C5=CC6=C(C=C35)OCO6)C7=CC(=C(C(=C7)OC)O)OC)O)O. Drug 2: CC1C(C(CC(O1)OC2CC(CC3=C2C(=C4C(=C3O)C(=O)C5=C(C4=O)C(=CC=C5)OC)O)(C(=O)CO)O)N)O.Cl. Cell line: HOP-62. Synergy scores: CSS=57.9, Synergy_ZIP=-1.66, Synergy_Bliss=-2.24, Synergy_Loewe=1.45, Synergy_HSA=2.94. (3) Drug 1: C1=NC2=C(N=C(N=C2N1C3C(C(C(O3)CO)O)F)Cl)N. Drug 2: CNC(=O)C1=NC=CC(=C1)OC2=CC=C(C=C2)NC(=O)NC3=CC(=C(C=C3)Cl)C(F)(F)F. Cell line: SK-MEL-2. Synergy scores: CSS=12.5, Synergy_ZIP=-9.24, Synergy_Bliss=-11.7, Synergy_Loewe=-21.8, Synergy_HSA=-11.0. (4) Drug 1: C1CN1C2=NC(=NC(=N2)N3CC3)N4CC4. Drug 2: CC(C)(C#N)C1=CC(=CC(=C1)CN2C=NC=N2)C(C)(C)C#N. Cell line: K-562. Synergy scores: CSS=21.4, Synergy_ZIP=8.65, Synergy_Bliss=14.9, Synergy_Loewe=-2.32, Synergy_HSA=1.35. (5) Drug 1: CC1=CC2C(CCC3(C2CCC3(C(=O)C)OC(=O)C)C)C4(C1=CC(=O)CC4)C. Drug 2: C1=CC=C(C(=C1)C(C2=CC=C(C=C2)Cl)C(Cl)Cl)Cl. Cell line: SF-295. Synergy scores: CSS=-1.21, Synergy_ZIP=2.19, Synergy_Bliss=3.52, Synergy_Loewe=2.28, Synergy_HSA=0.591. (6) Cell line: SK-OV-3. Drug 1: CC1C(C(=O)NC(C(=O)N2CCCC2C(=O)N(CC(=O)N(C(C(=O)O1)C(C)C)C)C)C(C)C)NC(=O)C3=C4C(=C(C=C3)C)OC5=C(C(=O)C(=C(C5=N4)C(=O)NC6C(OC(=O)C(N(C(=O)CN(C(=O)C7CCCN7C(=O)C(NC6=O)C(C)C)C)C)C(C)C)C)N)C. Drug 2: C1=CC=C(C(=C1)C(C2=CC=C(C=C2)Cl)C(Cl)Cl)Cl. Synergy scores: CSS=11.0, Synergy_ZIP=-1.52, Synergy_Bliss=0.0577, Synergy_Loewe=-5.20, Synergy_HSA=-2.95. (7) Drug 1: CCCCC(=O)OCC(=O)C1(CC(C2=C(C1)C(=C3C(=C2O)C(=O)C4=C(C3=O)C=CC=C4OC)O)OC5CC(C(C(O5)C)O)NC(=O)C(F)(F)F)O. Drug 2: CC1CCC2CC(C(=CC=CC=CC(CC(C(=O)C(C(C(=CC(C(=O)CC(OC(=O)C3CCCCN3C(=O)C(=O)C1(O2)O)C(C)CC4CCC(C(C4)OC)O)C)C)O)OC)C)C)C)OC. Cell line: RXF 393. Synergy scores: CSS=30.3, Synergy_ZIP=6.06, Synergy_Bliss=11.2, Synergy_Loewe=11.0, Synergy_HSA=11.0. (8) Drug 1: COC1=C(C=C2C(=C1)N=CN=C2NC3=CC(=C(C=C3)F)Cl)OCCCN4CCOCC4. Drug 2: C1=NC2=C(N1)C(=S)N=CN2. Cell line: HOP-92. Synergy scores: CSS=16.7, Synergy_ZIP=-14.9, Synergy_Bliss=-20.3, Synergy_Loewe=-16.9, Synergy_HSA=-15.5. (9) Drug 1: CC1OCC2C(O1)C(C(C(O2)OC3C4COC(=O)C4C(C5=CC6=C(C=C35)OCO6)C7=CC(=C(C(=C7)OC)O)OC)O)O. Drug 2: CN(C)C1=NC(=NC(=N1)N(C)C)N(C)C. Cell line: DU-145. Synergy scores: CSS=27.1, Synergy_ZIP=5.26, Synergy_Bliss=9.09, Synergy_Loewe=-27.0, Synergy_HSA=6.05.